This data is from Forward reaction prediction with 1.9M reactions from USPTO patents (1976-2016). The task is: Predict the product of the given reaction. (1) Given the reactants [Cl:1][C:2]1[CH:3]=[C:4]([CH:8]=[C:9]([Cl:11])[CH:10]=1)[CH:5]=[N:6][OH:7].[ClH:12].OOS([O-])=O.[K+], predict the reaction product. The product is: [Cl:1][C:2]1[CH:3]=[C:4]([C:5]([Cl:12])=[N:6][OH:7])[CH:8]=[C:9]([Cl:11])[CH:10]=1. (2) Given the reactants O.[N+:2]([C:5]1[CH:11]=[CH:10][C:8]([O-:9])=[CH:7][CH:6]=1)([O-:4])=[O:3].[Na+].Cl.[CH2:14]([N:16]([CH2:20][CH3:21])[CH2:17][CH2:18]Cl)[CH3:15].C(=O)([O-])[O-].[K+].[K+], predict the reaction product. The product is: [CH2:14]([N:16]([CH2:20][CH3:21])[CH2:17][CH2:18][O:9][C:8]1[CH:10]=[CH:11][C:5]([N+:2]([O-:4])=[O:3])=[CH:6][CH:7]=1)[CH3:15]. (3) Given the reactants [Cl:1][C:2]1[CH:7]=[C:6]([CH3:8])[CH:5]=[CH:4][C:3]=1[NH:9][C:10](=[O:44])[CH2:11][C@@H:12]([C:24]1[C:28]([CH:29]([F:31])[F:30])=[C:27]([C:32]2[CH:36]=[C:35]([C:37]([F:43])([F:42])[C:38]([CH3:41])([CH3:40])[CH3:39])[O:34][N:33]=2)[O:26][N:25]=1)[CH2:13][CH2:14][CH2:15][O:16]CC1C=CC=CC=1.ClCCl.B(Br)(Br)Br.C(=O)([O-])O.[Na+], predict the reaction product. The product is: [Cl:1][C:2]1[CH:7]=[C:6]([CH3:8])[CH:5]=[CH:4][C:3]=1[NH:9][C:10](=[O:44])[CH2:11][C@@H:12]([C:24]1[C:28]([CH:29]([F:30])[F:31])=[C:27]([C:32]2[CH:36]=[C:35]([C:37]([F:42])([F:43])[C:38]([CH3:41])([CH3:39])[CH3:40])[O:34][N:33]=2)[O:26][N:25]=1)[CH2:13][CH2:14][CH2:15][OH:16]. (4) The product is: [Cl:1][C:2]1[CH:7]=[CH:6][C:5]([C:8]2[N:13]([CH2:14][CH3:15])[C:11](=[O:12])[NH:10][CH:9]=2)=[CH:4][CH:3]=1. Given the reactants [Cl:1][C:2]1[CH:7]=[CH:6][C:5]([C:8](=O)[CH2:9][NH:10][C:11]([NH:13][CH2:14][CH3:15])=[O:12])=[CH:4][CH:3]=1.CO, predict the reaction product. (5) Given the reactants Cl.CO[CH:4]1[CH2:8][CH2:7][CH:6](OC)[O:5]1.[CH2:11]([NH2:18])[C:12]1[CH:17]=[CH:16][CH:15]=[CH:14][CH:13]=1.[CH2:19]([C:26](O)=O)[C:20](CC(O)=O)=O.P([O-])([O-])(O)=O.[Na+].[Na+].[OH-].[Na+], predict the reaction product. The product is: [CH2:11]([N:18]1[CH:7]2[CH2:6][CH2:26][CH:19]1[CH2:20][C:4](=[O:5])[CH2:8]2)[C:12]1[CH:17]=[CH:16][CH:15]=[CH:14][CH:13]=1. (6) Given the reactants [Cl:1][C:2]1[N:10]=[C:9]2[C:5]([N:6]=[CH:7][N:8]2[CH3:11])=[C:4]([N:12]2[CH2:17][CH2:16][O:15][CH2:14][C@@H:13]2[CH3:18])[N:3]=1.C([N-]C(C)C)(C)C.[Li+].[O:27]1[CH2:32][CH2:31][C:30](=[O:33])[CH2:29][CH2:28]1, predict the reaction product. The product is: [Cl:1][C:2]1[N:10]=[C:9]2[C:5]([N:6]=[C:7]([C:30]3([OH:33])[CH2:31][CH2:32][O:27][CH2:28][CH2:29]3)[N:8]2[CH3:11])=[C:4]([N:12]2[CH2:17][CH2:16][O:15][CH2:14][C@@H:13]2[CH3:18])[N:3]=1. (7) Given the reactants [CH3:1][C:2]1[C:7]([CH:8]([CH2:13][CH2:14][CH3:15])[C:9]([O:11]C)=[O:10])=[C:6]([C:16]2[CH:24]=[C:23]3[C:19]([CH:20]=[CH:21][N:22]3[CH3:25])=[CH:18][CH:17]=2)[N:5]=[C:4]([C:26]2[CH:31]=[CH:30][CH:29]=[CH:28][CH:27]=2)[N:3]=1.[OH-].[Na+], predict the reaction product. The product is: [CH3:1][C:2]1[C:7]([CH:8]([CH2:13][CH2:14][CH3:15])[C:9]([OH:11])=[O:10])=[C:6]([C:16]2[CH:24]=[C:23]3[C:19]([CH:20]=[CH:21][N:22]3[CH3:25])=[CH:18][CH:17]=2)[N:5]=[C:4]([C:26]2[CH:31]=[CH:30][CH:29]=[CH:28][CH:27]=2)[N:3]=1. (8) Given the reactants [F:1][C:2]([F:17])([F:16])[C:3]1[CH:8]=[CH:7][CH:6]=[CH:5][C:4]=1[N:9]1[CH:13]=[C:12]([C:14]#[N:15])[N:11]=[CH:10]1.NO.Cl.CC[N:23](CC)CC, predict the reaction product. The product is: [F:17][C:2]([F:16])([F:1])[C:3]1[CH:8]=[CH:7][CH:6]=[CH:5][C:4]=1[N:9]1[CH:13]=[C:12]([C:14](=[NH:23])[NH2:15])[N:11]=[CH:10]1. (9) Given the reactants [CH2:1]([O:8][C:9]1[CH:14]=[CH:13][C:12]([CH2:15][CH2:16][C:17]([OH:19])=O)=[CH:11][CH:10]=1)[C:2]1[CH:7]=[CH:6][CH:5]=[CH:4][CH:3]=1.C(Cl)(=O)C(Cl)=O.[F:26][C:27]([F:38])([F:37])C(OC(=O)[C:27]([F:38])([F:37])[F:26])=O.N1C=CC=CC=1, predict the reaction product. The product is: [CH2:1]([O:8][C:9]1[CH:10]=[CH:11][C:12]([CH2:15][CH2:16][C:17](=[O:19])[C:27]([F:38])([F:37])[F:26])=[CH:13][CH:14]=1)[C:2]1[CH:3]=[CH:4][CH:5]=[CH:6][CH:7]=1. (10) Given the reactants Br[C:2]1[CH:7]=[CH:6][C:5]([C:8]([CH3:17])([CH3:16])[N:9]2[CH2:13][C:12]([CH3:15])([CH3:14])[CH2:11][O:10]2)=[CH:4][CH:3]=1.C([Li])CCC.[Cl:23][CH2:24][CH2:25][CH2:26][C:27](Cl)=[O:28], predict the reaction product. The product is: [Cl:23][CH2:24][CH2:25][CH2:26][C:27]([C:2]1[CH:7]=[CH:6][C:5]([C:8]([CH3:17])([CH3:16])[N:9]2[CH2:13][C:12]([CH3:15])([CH3:14])[CH2:11][O:10]2)=[CH:4][CH:3]=1)=[O:28].